From a dataset of Peptide-MHC class I binding affinity with 185,985 pairs from IEDB/IMGT. Regression. Given a peptide amino acid sequence and an MHC pseudo amino acid sequence, predict their binding affinity value. This is MHC class I binding data. (1) The peptide sequence is ISKIPGGAMY. The MHC is HLA-A01:01 with pseudo-sequence HLA-A01:01. The binding affinity (normalized) is 0.0686. (2) The peptide sequence is VMAPRTLIL. The MHC is BoLA-JSP.1 with pseudo-sequence BoLA-JSP.1. The binding affinity (normalized) is 0.109. (3) The binding affinity (normalized) is 0.898. The peptide sequence is VLIDESAGI. The MHC is HLA-A02:01 with pseudo-sequence HLA-A02:01. (4) The peptide sequence is LHDAIMVEL. The MHC is HLA-A80:01 with pseudo-sequence HLA-A80:01. The binding affinity (normalized) is 0.0847. (5) The peptide sequence is STFATVLEY. The MHC is HLA-B39:01 with pseudo-sequence HLA-B39:01. The binding affinity (normalized) is 0.0847. (6) The peptide sequence is EIIPKIKAY. The MHC is HLA-A26:01 with pseudo-sequence HLA-A26:01. The binding affinity (normalized) is 0.877. (7) The MHC is HLA-A03:01 with pseudo-sequence HLA-A03:01. The peptide sequence is GAVVKSDNK. The binding affinity (normalized) is 0.109.